Dataset: Reaction yield outcomes from USPTO patents with 853,638 reactions. Task: Predict the reaction yield, written as a fraction of the theoretical maximum amount of product (1.0 means a 100% yield; for example, 0.34 means a 34% yield). (1) The reactants are [C:1]1([C:7]#[C:8][C:9]([OH:11])=O)[CH:6]=[CH:5][CH:4]=[CH:3][CH:2]=1.O.ON1C2C=CC=CC=2N=N1.[CH2:23]([NH:30][CH3:31])[C:24]1[CH:29]=[CH:28][CH:27]=[CH:26][CH:25]=1.C(N(CC)CC)C.Cl.C(N=C=NCCCN(C)C)C. The catalyst is C(Cl)Cl. The product is [CH2:23]([N:30]([CH3:31])[C:9](=[O:11])[C:8]#[C:7][C:1]1[CH:2]=[CH:3][CH:4]=[CH:5][CH:6]=1)[C:24]1[CH:29]=[CH:28][CH:27]=[CH:26][CH:25]=1. The yield is 0.470. (2) The reactants are [Na].[CH2:2]([N:6]([CH2:17][CH2:18][CH2:19][CH3:20])[C:7]1[CH:14]=[CH:13][C:10]([CH:11]=O)=[C:9]([O:15][CH3:16])[CH:8]=1)[CH2:3][CH2:4][CH3:5].[CH2:21]([C:25]1[C:26](=[O:34])[CH2:27][C:28]([CH3:33])([CH3:32])[CH2:29][C:30]=1[CH3:31])[CH2:22][CH2:23][CH3:24].C([O-])(=O)C.[NH4+]. The catalyst is C(O)C.C(OCC)(=O)C. The product is [CH2:2]([N:6]([CH2:17][CH2:18][CH2:19][CH3:20])[C:7]1[CH:14]=[CH:13][C:10]([CH:11]=[CH:31][C:30]2[CH2:29][C:28]([CH3:32])([CH3:33])[CH2:27][C:26](=[O:34])[C:25]=2[CH2:21][CH2:22][CH2:23][CH3:24])=[C:9]([O:15][CH3:16])[CH:8]=1)[CH2:3][CH2:4][CH3:5]. The yield is 0.106.